From a dataset of NCI-60 drug combinations with 297,098 pairs across 59 cell lines. Regression. Given two drug SMILES strings and cell line genomic features, predict the synergy score measuring deviation from expected non-interaction effect. Cell line: NCI-H322M. Synergy scores: CSS=-5.68, Synergy_ZIP=2.86, Synergy_Bliss=-0.477, Synergy_Loewe=-6.84, Synergy_HSA=-6.45. Drug 1: CN1C(=O)N2C=NC(=C2N=N1)C(=O)N. Drug 2: C1=CC=C(C(=C1)C(C2=CC=C(C=C2)Cl)C(Cl)Cl)Cl.